This data is from Full USPTO retrosynthesis dataset with 1.9M reactions from patents (1976-2016). The task is: Predict the reactants needed to synthesize the given product. (1) Given the product [Cl:32][C:33]1[CH:38]=[CH:37][CH:36]=[C:35]([N:39]2[CH2:44][CH2:43][O:42][CH2:41][CH2:40]2)[C:34]=1[CH2:45][N:46]1[CH2:51][CH2:50][N:49]([C:12]([O:8][CH:3]([C:4]([F:7])([F:6])[F:5])[C:2]([F:10])([F:9])[F:1])=[O:14])[CH2:48][CH2:47]1, predict the reactants needed to synthesize it. The reactants are: [F:1][C:2]([F:10])([F:9])[CH:3]([OH:8])[C:4]([F:7])([F:6])[F:5].Cl[C:12](Cl)([O:14]C(=O)OC(Cl)(Cl)Cl)Cl.C(N(CC)C(C)C)(C)C.[Cl:32][C:33]1[C:34]([CH2:45][N:46]2[CH2:51][CH2:50][NH:49][CH2:48][CH2:47]2)=[C:35]([N:39]2[CH2:44][CH2:43][O:42][CH2:41][CH2:40]2)[CH:36]=[CH:37][CH:38]=1. (2) Given the product [ClH:11].[CH3:2][NH:6][C@H:5]([C:7]([OH:9])=[O:8])[CH2:4][SH:3], predict the reactants needed to synthesize it. The reactants are: C[C:2]1[S:3][CH2:4][C@@:5](C)([C:7]([OH:9])=[O:8])[N:6]=1.[ClH:11]. (3) Given the product [NH2:18][C:17]1[CH:16]=[CH:15][C:6]([C:7]([NH:9][C:10]2[S:11][CH:12]=[CH:13][N:14]=2)=[O:8])=[CH:5][C:4]=1[CH2:3][O:2][CH3:1], predict the reactants needed to synthesize it. The reactants are: [CH3:1][O:2][CH2:3][C:4]1[CH:5]=[C:6]([CH:15]=[CH:16][C:17]=1[N+:18]([O-])=O)[C:7]([NH:9][C:10]1[S:11][CH:12]=[CH:13][N:14]=1)=[O:8].CCO.C(OCC)(=O)C. (4) Given the product [N:43]1([CH2:42][CH2:41][NH:40][CH:24]([CH2:25][N:26]2[CH2:27][CH2:28][N:29]([C:32]3[CH:37]=[CH:36][CH:35]=[CH:34][C:33]=3[CH3:38])[CH2:30][CH2:31]2)[CH2:23][N:10]2[C:7]3[CH2:8][CH2:9][N:4]([C:1](=[O:3])[CH3:2])[CH2:5][C:6]=3[C:12]([C:13]3[CH:18]=[CH:17][C:16]([C:19]([F:21])([F:22])[F:20])=[CH:15][CH:14]=3)=[N:11]2)[CH2:48][CH2:47][NH:46][CH2:45][CH2:44]1, predict the reactants needed to synthesize it. The reactants are: [C:1]([N:4]1[CH2:9][CH2:8][C:7]2[N:10]([CH2:23][C:24](=O)[CH2:25][N:26]3[CH2:31][CH2:30][N:29]([C:32]4[CH:37]=[CH:36][CH:35]=[CH:34][C:33]=4[CH3:38])[CH2:28][CH2:27]3)[N:11]=[C:12]([C:13]3[CH:18]=[CH:17][C:16]([C:19]([F:22])([F:21])[F:20])=[CH:15][CH:14]=3)[C:6]=2[CH2:5]1)(=[O:3])[CH3:2].[NH2:40][CH2:41][CH2:42][N:43]1[CH2:48][CH2:47][NH:46][CH2:45][CH2:44]1.C(O)(=O)C.C(O[BH-](OC(=O)C)OC(=O)C)(=O)C.[Na+]. (5) Given the product [CH3:1][O:2][C:3](=[O:21])[C@H:4]([CH2:13][C:14]1[CH:19]=[CH:18][C:17]([NH:20][C:48](=[O:49])[C@H:40]([NH2:39])[CH2:41][C:42]2[CH:43]=[CH:44][CH:45]=[CH:46][CH:47]=2)=[CH:16][CH:15]=1)[NH:5][C:6]([O:8][C:9]([CH3:12])([CH3:10])[CH3:11])=[O:7], predict the reactants needed to synthesize it. The reactants are: [CH3:1][O:2][C:3](=[O:21])[C@H:4]([CH2:13][C:14]1[CH:19]=[CH:18][C:17]([NH2:20])=[CH:16][CH:15]=1)[NH:5][C:6]([O:8][C:9]([CH3:12])([CH3:11])[CH3:10])=[O:7].C([NH:39][C@@H:40]([C:48](O)=[O:49])[CH2:41][C:42]1[CH:47]=[CH:46][CH:45]=[CH:44][CH:43]=1)(OCC1C2C(=CC=CC=2)C2C1=CC=CC=2)=O.CCN(C(C)C)C(C)C.CN(C(ON1N=NC2C=CC=CC1=2)=[N+](C)C)C.F[P-](F)(F)(F)(F)F.N1CCCCC1. (6) Given the product [CH3:22][C:14]1[CH:13]=[C:12]([CH2:11][O:1][C:2]2[CH:9]=[CH:8][C:5]([CH:6]=[O:7])=[CH:4][CH:3]=2)[C:21]2[C:16](=[CH:17][CH:18]=[CH:19][CH:20]=2)[N:15]=1, predict the reactants needed to synthesize it. The reactants are: [OH:1][C:2]1[CH:9]=[CH:8][C:5]([CH:6]=[O:7])=[CH:4][CH:3]=1.Cl[CH2:11][C:12]1[C:21]2[C:16](=[CH:17][CH:18]=[CH:19][CH:20]=2)[N:15]=[C:14]([CH3:22])[CH:13]=1.C(=O)([O-])[O-].[K+].[K+]. (7) The reactants are: Br[C:2]1[CH:7]=[CH:6][CH:5]=[C:4]([F:8])[C:3]=1[F:9].C([Li])CCCCC.[Cl:17][CH2:18][C:19]([CH2:21][Cl:22])=[O:20].Cl. Given the product [Cl:17][CH2:18][C:19]([C:2]1[CH:7]=[CH:6][CH:5]=[C:4]([F:8])[C:3]=1[F:9])([OH:20])[CH2:21][Cl:22], predict the reactants needed to synthesize it. (8) Given the product [F:1][C:2]1[CH:7]=[C:6]([C:33]2[O:34][C:35]3[CH:41]=[C:40]([F:42])[CH:39]=[CH:38][C:36]=3[N:37]=2)[CH:5]=[CH:4][C:3]=1[C:17]([N:19]1[CH2:24][CH2:23][N:22]([C:25]([O:27][C:28]([CH3:30])([CH3:31])[CH3:29])=[O:26])[CH2:21][CH2:20]1)=[O:18], predict the reactants needed to synthesize it. The reactants are: [F:1][C:2]1[CH:7]=[C:6](B2OC(C)(C)C(C)(C)O2)[CH:5]=[CH:4][C:3]=1[C:17]([N:19]1[CH2:24][CH2:23][N:22]([C:25]([O:27][C:28]([CH3:31])([CH3:30])[CH3:29])=[O:26])[CH2:21][CH2:20]1)=[O:18].Cl[C:33]1[O:34][C:35]2[CH:41]=[C:40]([F:42])[CH:39]=[CH:38][C:36]=2[N:37]=1.C(=O)([O-])[O-].[Na+].[Na+].C(O)C. (9) Given the product [CH2:3]([O:5][C:6]([C:8]1[CH:12]=[N:11][NH:10][C:9]=1[N:13]1[C:17](=[O:16])[NH:18][C:19]([CH:20]([C:34]2[CH:43]=[C:42]([O:44][CH3:45])[C:37]3[O:38][CH2:39][CH2:40][O:41][C:36]=3[C:35]=2[F:46])[NH:21][C:22]2[CH:27]=[CH:26][C:25]([C:28]3[N:32]=[C:31]([CH3:33])[O:30][N:29]=3)=[CH:24][CH:23]=2)=[N:14]1)=[O:7])[CH3:4], predict the reactants needed to synthesize it. The reactants are: Cl.Cl.[CH2:3]([O:5][C:6]([C:8]1[C:9]([NH:13][NH2:14])=[N:10][NH:11][CH:12]=1)=[O:7])[CH3:4].C[O:16][C:17](=O)[N:18]=[C:19](SC)[C:20]([C:34]1[CH:43]=[C:42]([O:44][CH3:45])[C:37]2[O:38][CH2:39][CH2:40][O:41][C:36]=2[C:35]=1[F:46])=[N:21][C:22]1[CH:27]=[CH:26][C:25]([C:28]2[N:32]=[C:31]([CH3:33])[O:30][N:29]=2)=[CH:24][CH:23]=1.C(N(CC)CC)C. (10) Given the product [Cl:19][CH2:18][CH2:17][CH2:16][CH2:15][O:1][C:2]1[CH:11]=[CH:10][C:5]([C:6]([O:8][CH3:9])=[O:7])=[CH:4][C:3]=1[O:12][CH3:13], predict the reactants needed to synthesize it. The reactants are: [OH:1][C:2]1[CH:11]=[CH:10][C:5]([C:6]([O:8][CH3:9])=[O:7])=[CH:4][C:3]=1[O:12][CH3:13].Br[CH2:15][CH2:16][CH2:17][CH2:18][Cl:19].C(=O)([O-])[O-].[K+].[K+].